Dataset: Retrosynthesis with 50K atom-mapped reactions and 10 reaction types from USPTO. Task: Predict the reactants needed to synthesize the given product. (1) Given the product COCC(=O)Nc1nc2ccc(F)cc2s1, predict the reactants needed to synthesize it. The reactants are: COCC(=O)Cl.Nc1nc2ccc(F)cc2s1. (2) Given the product O=C(c1cccnc1)c1cc(F)c(F)cc1NS(=O)(=O)c1ccc(Br)cc1, predict the reactants needed to synthesize it. The reactants are: Nc1cc(F)c(F)cc1C(=O)c1cccnc1.O=S(=O)(Cl)c1ccc(Br)cc1. (3) Given the product N#Cc1cc(Br)cc(CN)c1, predict the reactants needed to synthesize it. The reactants are: N#Cc1cc(Br)cc(CN2C(=O)c3ccccc3C2=O)c1. (4) Given the product CCC(C)(C)c1cc(C(=O)COc2ccc(C=O)cc2OC)cc(C(C)(C)CC)c1O, predict the reactants needed to synthesize it. The reactants are: CCC(C)(C)c1cc(C(=O)CBr)cc(C(C)(C)CC)c1O.COc1cc(C=O)ccc1O.